Predict the product of the given reaction. From a dataset of Forward reaction prediction with 1.9M reactions from USPTO patents (1976-2016). (1) Given the reactants [Br:1]N1C(=O)CCC1=O.[C:9]([O:13][CH:14]([C:19]1[N:20]=[C:21]([C:24]2[CH:29]=[CH:28][CH:27]=[CH:26][CH:25]=2)[S:22][CH:23]=1)[C:15]([O:17][CH3:18])=[O:16])([CH3:12])([CH3:11])[CH3:10].C(OCC)(=O)C, predict the reaction product. The product is: [Br:1][C:23]1[S:22][C:21]([C:24]2[CH:29]=[CH:28][CH:27]=[CH:26][CH:25]=2)=[N:20][C:19]=1[CH:14]([O:13][C:9]([CH3:12])([CH3:10])[CH3:11])[C:15]([O:17][CH3:18])=[O:16]. (2) The product is: [C:19]([N:6]1[CH2:10][CH2:9][CH2:8][C:7]1=[O:11])(=[O:26])[C:20]1[CH:25]=[CH:24][CH:23]=[CH:22][CH:21]=1. Given the reactants C1COCC1.[NH:6]1[CH2:10][CH2:9][CH2:8][C:7]1=[O:11].C(N(CC)CC)C.[C:19](Cl)(=[O:26])[C:20]1[CH:25]=[CH:24][CH:23]=[CH:22][CH:21]=1, predict the reaction product.